Dataset: Full USPTO retrosynthesis dataset with 1.9M reactions from patents (1976-2016). Task: Predict the reactants needed to synthesize the given product. (1) The reactants are: [S:1]1[CH:5]=[C:4]([C:6]([CH3:12])([CH3:11])[C:7]([O:9]C)=[O:8])[C:3]2[CH:13]=[CH:14][CH:15]=[CH:16][C:2]1=2.BrC1C=CC(C(C)(C)C(OCC)=O)=CC=1. Given the product [S:1]1[CH:5]=[C:4]([C:6]([CH3:12])([CH3:11])[C:7]([OH:9])=[O:8])[C:3]2[CH:13]=[CH:14][CH:15]=[CH:16][C:2]1=2, predict the reactants needed to synthesize it. (2) The reactants are: [O:1]=[C:2]1[C:7]([C:14]2[CH:19]=[CH:18][CH:17]=[CH:16][CH:15]=2)([C:8]2[CH:13]=[CH:12][CH:11]=[CH:10][CH:9]=2)[CH2:6][CH2:5][CH2:4][N:3]1[CH2:20][C:21]([OH:23])=O.[CH3:24][C:25]1([CH3:32])[NH:30][CH2:29][CH2:28][NH:27][C:26]1=[O:31].F[P-](F)(F)(F)(F)F.N1(OC(N(C)C)=[N+](C)C)C2N=CC=CC=2N=N1.C(N(C(C)C)CC)(C)C. Given the product [CH3:24][C:25]1([CH3:32])[N:30]([C:21](=[O:23])[CH2:20][N:3]2[CH2:4][CH2:5][CH2:6][C:7]([C:14]3[CH:15]=[CH:16][CH:17]=[CH:18][CH:19]=3)([C:8]3[CH:13]=[CH:12][CH:11]=[CH:10][CH:9]=3)[C:2]2=[O:1])[CH2:29][CH2:28][NH:27][C:26]1=[O:31], predict the reactants needed to synthesize it. (3) Given the product [NH2:2][CH:3]([C:8]1[CH:13]=[CH:12][C:11]([Br:14])=[CH:10][CH:9]=1)[C:4]([NH2:15])=[O:5], predict the reactants needed to synthesize it. The reactants are: Cl.[NH2:2][CH:3]([C:8]1[CH:13]=[CH:12][C:11]([Br:14])=[CH:10][CH:9]=1)[C:4](OC)=[O:5].[NH3:15]. (4) The reactants are: C([O:3][C:4]([C:6]1[N:7]=[C:8]2[CH:13]=[CH:12][C:11]([N:14]3[CH:18]=[CH:17][CH:16]=[N:15]3)=[CH:10][N:9]2[CH:19]=1)=[O:5])C. Given the product [N:14]1([C:11]2[CH:12]=[CH:13][C:8]3[N:9]([CH:19]=[C:6]([C:4]([OH:5])=[O:3])[N:7]=3)[CH:10]=2)[CH:18]=[CH:17][CH:16]=[N:15]1, predict the reactants needed to synthesize it. (5) Given the product [CH2:24]([N:26]([CH2:27][CH3:28])[S:14]([CH2:13][CH:8]1[CH2:7][CH:6]([C:4]([O:3][CH2:1][CH3:2])=[O:5])[CH:10]([CH2:11][CH3:12])[CH2:9]1)(=[O:16])=[O:17])[CH3:25], predict the reactants needed to synthesize it. The reactants are: [CH2:1]([O:3][C:4]([CH:6]1[CH:10]([CH2:11][CH3:12])[CH2:9][CH:8]([CH2:13][S:14]([OH:17])(=[O:16])=O)[CH2:7]1)=[O:5])[CH3:2].C(Cl)(=O)C(Cl)=O.[CH2:24]([NH:26][CH2:27][CH3:28])[CH3:25]. (6) Given the product [NH2:34][S:24]([C:26]1[CH:27]=[CH:28][C:29]([NH:32][C:1]([C:4]23[CH2:9][CH2:8][C:7]([NH:12][CH2:13][C:14]([N:16]4[CH2:20][C@@H:19]([F:21])[CH2:18][C@H:17]4[C:22]#[N:23])=[O:15])([CH2:6][CH2:5]2)[CH2:10][CH2:11]3)=[O:3])=[CH:30][CH:31]=1)(=[O:25])=[O:33], predict the reactants needed to synthesize it. The reactants are: [C:1]([C:4]12[CH2:11][CH2:10][C:7]([NH:12][CH2:13][C:14]([N:16]3[CH2:20][C@@H:19]([F:21])[CH2:18][C@H:17]3[C:22]#[N:23])=[O:15])([CH2:8][CH2:9]1)[CH2:6][CH2:5]2)([OH:3])=O.[S:24]([NH2:34])(=[O:33])([C:26]1[CH:31]=[CH:30][C:29]([NH2:32])=[CH:28][CH:27]=1)=[O:25]. (7) Given the product [NH2:20][C:19]1[C:11]2[C:12](=[N:13][CH:14]=[C:15]3[C:10]=2[N:9]([CH2:23][CH2:24][N:25]([CH3:26])[CH3:27])[C:8](=[O:28])[C:7]2[CH:29]=[C:3]([O:2][CH3:1])[C:4]([O:30][CH3:31])=[CH:5][C:6]3=2)[CH:16]=[CH:17][CH:18]=1, predict the reactants needed to synthesize it. The reactants are: [CH3:1][O:2][C:3]1[C:4]([O:30][CH3:31])=[CH:5][C:6]2[C:15]3[C:10](=[C:11]4[C:19]([N+:20]([O-])=O)=[CH:18][CH:17]=[CH:16][C:12]4=[N:13][CH:14]=3)[N:9]([CH2:23][CH2:24][N:25]([CH3:27])[CH3:26])[C:8](=[O:28])[C:7]=2[CH:29]=1. (8) Given the product [C:30]([C:9]1[N:10]=[C:11]([C:15]2[CH:16]=[CH:17][C:18]([B:21]([OH:25])[OH:22])=[CH:19][CH:20]=2)[C:12]([CH3:14])=[N:13][C:8]=1[CH3:7])(=[O:31])[NH2:32], predict the reactants needed to synthesize it. The reactants are: I([O-])(=O)(=O)=O.[Na+].[CH3:7][C:8]1[C:9]([C:30]([NH2:32])=[O:31])=[N:10][C:11]([C:15]2[CH:20]=[CH:19][C:18]([B:21]3[O:25]C(C)(C)C(C)(C)[O:22]3)=[CH:17][CH:16]=2)=[C:12]([CH3:14])[N:13]=1.Cl. (9) Given the product [S:6]1[C:14]2[CH2:13][CH2:12][N:11]([C:30]([O:29][C:26]([CH3:28])([CH3:27])[CH3:25])=[O:31])[CH2:10][C:9]=2[CH:8]=[C:7]1[C:15]([O:17][CH3:18])=[O:16], predict the reactants needed to synthesize it. The reactants are: S(Cl)(Cl)=O.Cl.[S:6]1[C:14]2[CH2:13][CH2:12][NH:11][CH2:10][C:9]=2[CH:8]=[C:7]1[C:15]([OH:17])=[O:16].[CH2:18](N(CC)CC)C.[CH3:25][C:26]([O:29][C:30](O[C:30]([O:29][C:26]([CH3:28])([CH3:27])[CH3:25])=[O:31])=[O:31])([CH3:28])[CH3:27]. (10) Given the product [F:20][B-:21]([F:24])([F:23])[F:22].[C:16]([PH+:11]([C:7]([CH3:8])([CH3:10])[CH3:9])[CH2:12][CH:13]=[CH:14][CH3:15])([CH3:17])([CH3:18])[CH3:19], predict the reactants needed to synthesize it. The reactants are: CCCCCC.[C:7]([P:11]([C:16]([CH3:19])([CH3:18])[CH3:17])[CH2:12][CH:13]=[CH:14][CH3:15])([CH3:10])([CH3:9])[CH3:8].[F:20][B-:21]([F:24])([F:23])[F:22].[H+].